Dataset: Catalyst prediction with 721,799 reactions and 888 catalyst types from USPTO. Task: Predict which catalyst facilitates the given reaction. (1) Reactant: [CH:1]1[C:7](=[O:8])[NH:6][C:4](=[O:5])[N:3]([C@@H:9]2[O:13][C@H:12]([CH2:14][O:15][P:16]([O:19][P:20]([OH:23])([OH:22])=[O:21])([OH:18])=[O:17])[C@@H:11]([OH:24])[C@H:10]2[OH:25])[CH:2]=1.OC1O[C@H](CO)[C@@H](O)[C@H](O)[C@H]1NS(O)(=O)=O.OC1O[C@H](CO)[C@@H](O)[C@H](O)[C@H]1NS(O)(=O)=O.C1C(=O)NC(=O)N([C@@H]2O[C@H](COP(OP(O)(O)=O)(O)=O)[C@@H](O)[C@H]2O)C=1.O[CH:84]1[O:91][C@H:90]([CH2:92][O:93]N=[N+]=[N-])[C@@H:88]([OH:89])[C@H:86]([OH:87])[C@H:85]1[NH:97][C:98]([CH3:100])=[O:99]. Product: [CH3:100][C:98]([NH:97][C@H:85]1[C@@H:84]([O:21][P:20]([O:19][P:16]([O:15][CH2:14][C@H:12]2[O:13][C@@H:9]([N:3]3[C:4](=[O:5])[NH:6][C:7](=[O:8])[CH:1]=[CH:2]3)[C@H:10]([OH:25])[C@@H:11]2[OH:24])([OH:18])=[O:17])([OH:22])=[O:23])[O:91][C@H:90]([CH2:92][OH:93])[C@@H:88]([OH:89])[C@@H:86]1[OH:87])=[O:99]. The catalyst class is: 74. (2) The catalyst class is: 4. Reactant: C(OC(=O)[NH:7][C@H:8]([CH2:12][C:13]1[C:21]2[C:16](=[CH:17][CH:18]=[CH:19][CH:20]=2)[NH:15][CH:14]=1)[CH:9]([OH:11])[CH3:10])(C)(C)C.C(O)(C(F)(F)F)=O. Product: [NH2:7][CH:8]([CH2:12][C:13]1[C:21]2[C:16](=[CH:17][CH:18]=[CH:19][CH:20]=2)[NH:15][CH:14]=1)[C@H:9]([OH:11])[CH3:10].